From a dataset of Reaction yield outcomes from USPTO patents with 853,638 reactions. Predict the reaction yield, written as a fraction of the theoretical maximum amount of product (1.0 means a 100% yield; for example, 0.34 means a 34% yield). (1) The reactants are [Br:1][C:2]1[CH:10]=[C:9]2[C:5]([C:6]([NH2:11])=[N:7][NH:8]2)=[CH:4][CH:3]=1.[CH3:12][C:13]([O:16][C:17](O[C:17]([O:16][C:13]([CH3:15])([CH3:14])[CH3:12])=[O:18])=[O:18])([CH3:15])[CH3:14]. The catalyst is C1COCC1.CN(C1C=CN=CC=1)C. The product is [NH2:11][C:6]1[C:5]2[C:9](=[CH:10][C:2]([Br:1])=[CH:3][CH:4]=2)[N:8]([C:17]([O:16][C:13]([CH3:15])([CH3:14])[CH3:12])=[O:18])[N:7]=1. The yield is 0.720. (2) The reactants are FC(F)(F)C(O)=O.C([N:12]([CH2:16][CH2:17][NH:18][C:19](=[O:36])[C:20]1[CH:25]=[CH:24][C:23]([O:26][CH2:27][CH2:28][CH2:29][CH2:30][CH2:31][CH2:32][CH2:33][CH2:34][CH3:35])=[CH:22][CH:21]=1)[C:13](=[O:15])O)(C)(C)C.C(N(C(C)C)CC)(C)C.[Cl:46][CH2:47][CH2:48][CH2:49][CH2:50]C(Cl)=O. The catalyst is ClCCl. The product is [Cl:46][CH2:47][CH2:48][CH2:49][CH2:50][C:13]([NH:12][CH2:16][CH2:17][NH:18][C:19](=[O:36])[C:20]1[CH:21]=[CH:22][C:23]([O:26][CH2:27][CH2:28][CH2:29][CH2:30][CH2:31][CH2:32][CH2:33][CH2:34][CH3:35])=[CH:24][CH:25]=1)=[O:15]. The yield is 0.980. (3) The reactants are [CH3:1][C:2]1([CH3:33])[CH2:11][CH2:10][C:9]2[N:8]=[CH:7][N:6]=[C:5]([N:12]3[CH2:18][C:17]4[CH:19]=[C:20]([C:23]5[CH:24]=[C:25]([N+:30]([O-])=O)[C:26]([NH2:29])=[N:27][CH:28]=5)[CH:21]=[CH:22][C:16]=4[O:15][CH2:14][CH2:13]3)[C:4]=2[CH2:3]1. The catalyst is [Pd].CO. The product is [CH3:1][C:2]1([CH3:33])[CH2:11][CH2:10][C:9]2[N:8]=[CH:7][N:6]=[C:5]([N:12]3[CH2:18][C:17]4[CH:19]=[C:20]([C:23]5[CH:24]=[C:25]([NH2:30])[C:26]([NH2:29])=[N:27][CH:28]=5)[CH:21]=[CH:22][C:16]=4[O:15][CH2:14][CH2:13]3)[C:4]=2[CH2:3]1. The yield is 0.990. (4) The reactants are [CH2:1]([O:3][C:4]([C:6]12[CH2:27][C:7]1([CH:28]=[CH:29][CH2:30][CH2:31][CH3:32])[C:8]1[C:13]([N:14](CC3C=CC(OC)=CC=3)[C:15]2=[O:16])=[CH:12][CH:11]=[C:10]([Cl:26])[CH:9]=1)=[O:5])[CH3:2].O=[N+]([O-])[O-].[O-][N+](=O)[O-].[O-][N+](=O)[O-].[O-][N+](=O)[O-].[O-][N+](=O)[O-].[O-][N+](=O)[O-].[Ce+4].[NH4+].[NH4+]. The catalyst is C(#N)C.O. The product is [CH2:1]([O:3][C:4]([C:6]12[CH2:27][C:7]1([CH:28]=[CH:29][CH2:30][CH2:31][CH3:32])[C:8]1[C:13]([NH:14][C:15]2=[O:16])=[CH:12][CH:11]=[C:10]([Cl:26])[CH:9]=1)=[O:5])[CH3:2]. The yield is 0.600. (5) The reactants are [CH2:1]([NH:5][C:6]1[CH:11]=[CH:10][C:9]([O:12][CH3:13])=[CH:8][CH:7]=1)[CH2:2][CH:3]=[CH2:4].C([O-])([O-])=O.[K+].[K+].[C:20](Cl)(=[O:23])[CH:21]=[CH2:22]. The catalyst is C(Cl)Cl. The product is [CH2:1]([N:5]([C:6]1[CH:7]=[CH:8][C:9]([O:12][CH3:13])=[CH:10][CH:11]=1)[C:20](=[O:23])[CH:21]=[CH2:22])[CH2:2][CH:3]=[CH2:4]. The yield is 0.890. (6) The reactants are [CH2:1]([Si:3]([CH2:22][CH3:23])([CH2:20][CH3:21])[C:4]1[NH:5][C:6]2[C:11]([C:12]=1[CH2:13][CH2:14]O)=[CH:10][C:9]([C:16]([F:19])([F:18])[F:17])=[CH:8][CH:7]=2)[CH3:2].C1(P(C2C=CC=CC=2)C2C=CC=CC=2)C=CC=CC=1.[Br:43]C(Br)(Br)Br. The catalyst is C1COCC1. The product is [Br:43][CH2:14][CH2:13][C:12]1[C:11]2[C:6](=[CH:7][CH:8]=[C:9]([C:16]([F:19])([F:18])[F:17])[CH:10]=2)[NH:5][C:4]=1[Si:3]([CH2:22][CH3:23])([CH2:20][CH3:21])[CH2:1][CH3:2]. The yield is 0.520. (7) The reactants are [CH3:1][O:2][C:3]1[CH:4]=[C:5]([NH:13][C:14](SC)=[C:15]([S:18]([CH3:21])(=[O:20])=[O:19])[C:16]#[N:17])[CH:6]=[C:7]([C:9]([F:12])([F:11])[F:10])[CH:8]=1.[CH3:24][CH:25]([NH2:30])[C:26]([CH3:29])([CH3:28])[CH3:27]. No catalyst specified. The product is [CH3:1][O:2][C:3]1[CH:4]=[C:5]([NH:13][C:14]([NH:30][CH:25]([CH3:24])[C:26]([CH3:29])([CH3:28])[CH3:27])=[C:15]([S:18]([CH3:21])(=[O:20])=[O:19])[C:16]#[N:17])[CH:6]=[C:7]([C:9]([F:12])([F:11])[F:10])[CH:8]=1. The yield is 0.400.